From a dataset of Catalyst prediction with 721,799 reactions and 888 catalyst types from USPTO. Predict which catalyst facilitates the given reaction. Product: [Br:1][C:2]1[CH:3]=[C:4]([NH2:14])[C:5]([NH2:13])=[C:6]2[C:11]=1[CH2:10][N:9]([CH3:12])[CH2:8][CH2:7]2. The catalyst class is: 446. Reactant: [Br:1][C:2]1[C:11]2[CH2:10][N:9]([CH3:12])[CH2:8][CH2:7][C:6]=2[C:5]([NH2:13])=[C:4]([N+:14]([O-])=O)[CH:3]=1.